Dataset: Reaction yield outcomes from USPTO patents with 853,638 reactions. Task: Predict the reaction yield, written as a fraction of the theoretical maximum amount of product (1.0 means a 100% yield; for example, 0.34 means a 34% yield). (1) The reactants are [CH:1]([C:3]1[CH:28]=[CH:27][C:6]([O:7][CH2:8][C:9]2[N:10]=[C:11]([C:15]3[CH:16]=[C:17]([CH2:21][C:22]([O:24][CH2:25][CH3:26])=[O:23])[CH:18]=[CH:19][CH:20]=3)[O:12][C:13]=2[CH3:14])=[C:5]([O:29][CH3:30])[CH:4]=1)=[O:2].C(O)C.[BH4-].[Na+].O. The catalyst is O1CCCC1. The product is [OH:2][CH2:1][C:3]1[CH:28]=[CH:27][C:6]([O:7][CH2:8][C:9]2[N:10]=[C:11]([C:15]3[CH:16]=[C:17]([CH2:21][C:22]([O:24][CH2:25][CH3:26])=[O:23])[CH:18]=[CH:19][CH:20]=3)[O:12][C:13]=2[CH3:14])=[C:5]([O:29][CH3:30])[CH:4]=1. The yield is 0.940. (2) The reactants are [C:1]1([CH2:7][C:8]([CH:10]2[CH2:14][CH2:13][O:12][CH2:11]2)=O)[CH:6]=[CH:5][CH:4]=[CH:3][CH:2]=1.[CH2:15]([O:17][C:18]1[CH:19]=[C:20]([CH:23]=[C:24]([N+:27]([O-:29])=[O:28])[C:25]=1[OH:26])[CH:21]=O)[CH3:16].[NH2:30][C:31]([NH2:33])=[O:32].Cl. The catalyst is C(O)C. The product is [CH2:15]([O:17][C:18]1[CH:19]=[C:20]([CH:21]2[C:7]([C:1]3[CH:6]=[CH:5][CH:4]=[CH:3][CH:2]=3)=[C:8]([CH:10]3[CH2:14][CH2:13][O:12][CH2:11]3)[NH:33][C:31](=[O:32])[NH:30]2)[CH:23]=[C:24]([N+:27]([O-:29])=[O:28])[C:25]=1[OH:26])[CH3:16]. The yield is 0.200. (3) The reactants are [N+:1]([C:4]1[CH:9]=[CH:8][C:7]([N:10]2[CH2:15][CH2:14][N:13]([CH2:16][CH2:17][NH2:18])[CH2:12][CH2:11]2)=[CH:6][CH:5]=1)([O-:3])=[O:2].[CH2:19]([C:22]1[N:26]([C:27]([CH3:30])([CH3:29])[CH3:28])[N:25]=[C:24]([CH:31]=O)[CH:23]=1)[CH2:20][CH3:21]. No catalyst specified. The product is [C:27]([N:26]1[C:22]([CH2:19][CH2:20][CH3:21])=[CH:23][C:24]([CH2:31][NH:18][CH2:17][CH2:16][N:13]2[CH2:12][CH2:11][N:10]([C:7]3[CH:6]=[CH:5][C:4]([N+:1]([O-:3])=[O:2])=[CH:9][CH:8]=3)[CH2:15][CH2:14]2)=[N:25]1)([CH3:30])([CH3:29])[CH3:28]. The yield is 0.956. (4) The reactants are [C:1]([O:5][C:6](=[O:16])[NH:7][C@H:8]1[CH2:13][CH2:12][C@H:11]([CH2:14][OH:15])[CH2:10][CH2:9]1)([CH3:4])([CH3:3])[CH3:2].C(N(CC)CC)C.[C:24]1([CH3:34])[CH:29]=[CH:28][C:27]([S:30](Cl)(=[O:32])=[O:31])=[CH:26][CH:25]=1.O. The catalyst is C(Cl)Cl.CN(C)C1C=CN=CC=1. The product is [CH3:34][C:24]1[CH:29]=[CH:28][C:27]([S:30]([O:15][CH2:14][C@H:11]2[CH2:10][CH2:9][C@H:8]([NH:7][C:6]([O:5][C:1]([CH3:4])([CH3:2])[CH3:3])=[O:16])[CH2:13][CH2:12]2)(=[O:32])=[O:31])=[CH:26][CH:25]=1. The yield is 0.860. (5) The reactants are [CH2:1]1[C:9]2[C:4](=[CH:5][CH:6]=[CH:7][CH:8]=2)[CH2:3][NH:2]1.[F:10][C:11]1[CH:16]=[CH:15][C:14]([C:17]2[O:18][C:19]3[CH:29]=[CH:28][C:27]([C:30]4[CH:31]=[C:32]([CH:36]=[CH:37][CH:38]=4)[C:33](O)=[O:34])=[CH:26][C:20]=3[C:21]=2[C:22](=[O:25])[NH:23][CH3:24])=[CH:13][CH:12]=1.CN(C(ON1N=NC2C=CC=NC1=2)=[N+](C)C)C.F[P-](F)(F)(F)(F)F.CCN(C(C)C)C(C)C. The catalyst is CN(C=O)C.CO. The product is [F:10][C:11]1[CH:16]=[CH:15][C:14]([C:17]2[O:18][C:19]3[CH:29]=[CH:28][C:27]([C:30]4[CH:38]=[CH:37][CH:36]=[C:32]([C:33]([N:2]5[CH2:3][C:4]6[C:9](=[CH:8][CH:7]=[CH:6][CH:5]=6)[CH2:1]5)=[O:34])[CH:31]=4)=[CH:26][C:20]=3[C:21]=2[C:22]([NH:23][CH3:24])=[O:25])=[CH:13][CH:12]=1. The yield is 0.680. (6) The reactants are C[Si](C)(C)[O:3][C:4]1[CH2:9][CH2:8][CH:7]([C:10]2[CH:15]=[CH:14][CH:13]=[CH:12][CH:11]=2)[CH2:6][CH:5]=1.[C:18](Cl)([CH3:21])([CH3:20])[CH3:19]. The catalyst is ClCCl.[Ti](Cl)(Cl)(Cl)Cl. The product is [C:18]([CH:5]1[CH2:6][CH:7]([C:10]2[CH:15]=[CH:14][CH:13]=[CH:12][CH:11]=2)[CH2:8][CH2:9][C:4]1=[O:3])([CH3:21])([CH3:20])[CH3:19]. The yield is 0.150.